From a dataset of Forward reaction prediction with 1.9M reactions from USPTO patents (1976-2016). Predict the product of the given reaction. Given the reactants [CH3:1][O:2][C:3]1[CH:19]=[CH:18][C:6]([CH2:7][N:8]2[N:12]=[N:11][C:10]([CH2:13][CH2:14][C:15]([OH:17])=[O:16])=[N:9]2)=[CH:5][CH:4]=1.[CH3:20]O, predict the reaction product. The product is: [CH3:1][O:2][C:3]1[CH:19]=[CH:18][C:6]([CH2:7][N:8]2[N:12]=[N:11][C:10]([CH2:13][CH2:14][C:15]([O:17][CH3:20])=[O:16])=[N:9]2)=[CH:5][CH:4]=1.